This data is from Full USPTO retrosynthesis dataset with 1.9M reactions from patents (1976-2016). The task is: Predict the reactants needed to synthesize the given product. (1) Given the product [F:1][C:2]1[CH:7]=[CH:6][C:5]([CH:8]=[CH:9][C:10]2[N:11]=[C:12]([C:24]#[N:25])[CH:13]=[CH:14][CH:15]=2)=[CH:4][CH:3]=1, predict the reactants needed to synthesize it. The reactants are: [F:1][C:2]1[CH:7]=[CH:6][C:5]([CH:8]=[CH:9][C:10]2[CH:15]=[CH:14][CH:13]=[CH:12][N+:11]=2[O-])=[CH:4][CH:3]=1.COS(OC)(=O)=O.[C-:24]#[N:25].[Na+]. (2) Given the product [Br:11][C:9]1[CH:8]=[N:7][N:6]([CH:4]2[CH2:5][N:2]([C:12](=[O:14])[CH3:13])[CH2:3]2)[CH:10]=1, predict the reactants needed to synthesize it. The reactants are: Cl.[NH:2]1[CH2:5][CH:4]([N:6]2[CH:10]=[C:9]([Br:11])[CH:8]=[N:7]2)[CH2:3]1.[C:12](Cl)(=[O:14])[CH3:13]. (3) Given the product [Cl:16][CH2:17][CH2:18][CH2:19][N:3]1[CH2:4][CH:5]2[CH2:9][CH2:8][CH2:7][CH:6]2[CH2:2]1, predict the reactants needed to synthesize it. The reactants are: Cl.[CH2:2]1[CH:6]2[CH2:7][CH2:8][CH2:9][CH:5]2[CH2:4][NH:3]1.C([O-])([O-])=O.[K+].[K+].[Cl:16][CH2:17][CH2:18][CH2:19]Br. (4) The reactants are: Cl[C:2]1[CH:7]=[C:6]([CH2:8][N:9]2[C:13]([CH3:15])([CH3:14])[C:12](=[O:16])[N:11]([C:17]3[CH:22]=[CH:21][C:20]([S:23][C:24]([F:27])([F:26])[F:25])=[CH:19][CH:18]=3)[C:10]2=[O:28])[CH:5]=[CH:4][N:3]=1.[C:29](=[O:34])([O:31][CH2:32][CH3:33])[NH2:30].C(=O)([O-])[O-].[Cs+].[Cs+].CC1(C)C2C=CC=C(P(C3C=CC=CC=3)C3C=CC=CC=3)C=2OC2C1=CC=CC=2P(C1C=CC=CC=1)C1C=CC=CC=1. Given the product [CH3:14][C:13]1([CH3:15])[N:9]([CH2:8][C:6]2[CH:5]=[CH:4][N:3]=[C:2]([NH:30][C:29](=[O:34])[O:31][CH2:32][CH3:33])[CH:7]=2)[C:10](=[O:28])[N:11]([C:17]2[CH:22]=[CH:21][C:20]([S:23][C:24]([F:27])([F:26])[F:25])=[CH:19][CH:18]=2)[C:12]1=[O:16], predict the reactants needed to synthesize it. (5) Given the product [CH2:1]([O:3][C:4]([C:6]1[CH:7]=[C:8]2[N:13]([C:14]=1[CH:15]([CH3:17])[CH3:16])[CH:12]=[CH:11][C:10]([CH2:18][N:19]1[CH:23]=[C:22]([C:24]([O:31][C:32](=[O:42])[C:33]3[CH:34]=[CH:35][C:36]([N+:39]([O-:41])=[O:40])=[CH:37][CH:38]=3)([C:27]([F:30])([F:29])[F:28])[CH2:25][CH3:26])[N:21]=[N:20]1)=[CH:9]2)=[O:5])[CH3:2], predict the reactants needed to synthesize it. The reactants are: [CH2:1]([O:3][C:4]([C:6]1[CH:7]=[C:8]2[N:13]([C:14]=1[CH:15]([CH3:17])[CH3:16])[CH:12]=[CH:11][C:10]([CH2:18][N:19]=[N+:20]=[N-:21])=[CH:9]2)=[O:5])[CH3:2].[CH2:22]([C:24]([O:31][C:32](=[O:42])[C:33]1[CH:38]=[CH:37][C:36]([N+:39]([O-:41])=[O:40])=[CH:35][CH:34]=1)([C:27]([F:30])([F:29])[F:28])[C:25]#[CH:26])[CH3:23].